Task: Predict the reaction yield, written as a fraction of the theoretical maximum amount of product (1.0 means a 100% yield; for example, 0.34 means a 34% yield).. Dataset: Reaction yield outcomes from USPTO patents with 853,638 reactions (1) The reactants are [I:1][C:2]1[CH:7]=[CH:6][C:5]([CH2:8][CH2:9][NH2:10])=[CH:4][CH:3]=1.[CH3:11][O:12][C:13](=[O:25])[C:14]1[CH:19]=[C:18]([S:20](Cl)(=[O:22])=[O:21])[CH:17]=[CH:16][C:15]=1[CH3:24]. No catalyst specified. The product is [CH3:11][O:12][C:13](=[O:25])[C:14]1[CH:19]=[C:18]([S:20](=[O:21])(=[O:22])[NH:10][CH2:9][CH2:8][C:5]2[CH:6]=[CH:7][C:2]([I:1])=[CH:3][CH:4]=2)[CH:17]=[CH:16][C:15]=1[CH3:24]. The yield is 0.450. (2) The reactants are [Br:1][C:2]1[CH:3]=[C:4]([F:11])[C:5]([CH2:9]Br)=[C:6]([F:8])[CH:7]=1.[C-:12]#[N:13].[K+]. The catalyst is CN(C=O)C.O. The product is [Br:1][C:2]1[CH:3]=[C:4]([F:11])[C:5]([CH2:9][C:12]#[N:13])=[C:6]([F:8])[CH:7]=1. The yield is 0.459. (3) The reactants are CC1(C)C(C)(C)OB([C:9]2[CH2:14][CH2:13][CH:12]([O:15][CH2:16][CH:17]3[CH2:22][CH2:21][N:20]([C:23]([O:25][C:26]([CH3:29])([CH3:28])[CH3:27])=[O:24])[CH2:19][CH2:18]3)[CH2:11][CH:10]=2)O1.Cl.Cl[C:33]1[CH:38]=[CH:37][N:36]=[CH:35][C:34]=1[C:39]([F:42])([F:41])[F:40].C([O-])([O-])=O.[Na+].[Na+]. The catalyst is CN(C=O)C.C1C=CC([P]([Pd]([P](C2C=CC=CC=2)(C2C=CC=CC=2)C2C=CC=CC=2)([P](C2C=CC=CC=2)(C2C=CC=CC=2)C2C=CC=CC=2)[P](C2C=CC=CC=2)(C2C=CC=CC=2)C2C=CC=CC=2)(C2C=CC=CC=2)C2C=CC=CC=2)=CC=1. The product is [F:40][C:39]([F:42])([F:41])[C:34]1[CH:35]=[N:36][CH:37]=[CH:38][C:33]=1[C:9]1[CH2:14][CH2:13][CH:12]([O:15][CH2:16][CH:17]2[CH2:22][CH2:21][N:20]([C:23]([O:25][C:26]([CH3:29])([CH3:28])[CH3:27])=[O:24])[CH2:19][CH2:18]2)[CH2:11][CH:10]=1. The yield is 0.480. (4) The reactants are [F:1][C:2]1[CH:10]=[C:9]([N+:11]([O-:13])=[O:12])[CH:8]=[CH:7][C:3]=1[C:4]([NH2:6])=O.O=P12OP3(OP(OP(O3)(O1)=O)(=O)O2)=O.C[Si](C)(C)O[Si](C)(C)C. The catalyst is ClCCCl. The product is [F:1][C:2]1[CH:10]=[C:9]([N+:11]([O-:13])=[O:12])[CH:8]=[CH:7][C:3]=1[C:4]#[N:6]. The yield is 0.950. (5) The reactants are [CH3:1][O:2][C:3]1[CH:4]=[C:5]([C:19](=[O:21])[CH3:20])[CH:6]=[C:7]([O:17][CH3:18])[C:8]=1[O:9][Si:10]([C:13]([CH3:16])([CH3:15])[CH3:14])([CH3:12])[CH3:11].C([N-]C(C)C)(C)C.[Li+].[S:30]1[C:34]([C:35]2[C:36]([O:45][CH3:46])=[CH:37][C:38]([O:43][CH3:44])=[C:39]([CH:42]=2)[CH:40]=O)=[CH:33][C:32]2[CH:47]=[CH:48][CH:49]=[CH:50][C:31]1=2. The catalyst is O1CCCC1. The product is [S:30]1[C:34]([C:35]2[C:36]([O:45][CH3:46])=[CH:37][C:38]([O:43][CH3:44])=[C:39]([CH:40]=[CH:20][C:19]([C:5]3[CH:4]=[C:3]([O:2][CH3:1])[C:8]([O:9][Si:10]([C:13]([CH3:16])([CH3:14])[CH3:15])([CH3:11])[CH3:12])=[C:7]([O:17][CH3:18])[CH:6]=3)=[O:21])[CH:42]=2)=[CH:33][C:32]2[CH:47]=[CH:48][CH:49]=[CH:50][C:31]1=2. The yield is 0.200. (6) The reactants are [CH:1]([C:3]1[CH:18]=[CH:17][C:6]([O:7][C:8]2[CH:16]=[CH:15][C:11]([C:12]([NH2:14])=[O:13])=[CH:10][N:9]=2)=[C:5]([O:19][CH3:20])[CH:4]=1)=O.[N:21]1[CH:26]=[CH:25][CH:24]=[C:23]([CH2:27][CH2:28][NH2:29])[CH:22]=1. No catalyst specified. The product is [CH3:20][O:19][C:5]1[CH:4]=[C:3]([CH2:1][NH:29][CH2:28][CH2:27][C:23]2[CH:22]=[N:21][CH:26]=[CH:25][CH:24]=2)[CH:18]=[CH:17][C:6]=1[O:7][C:8]1[CH:16]=[CH:15][C:11]([C:12]([NH2:14])=[O:13])=[CH:10][N:9]=1. The yield is 0.584. (7) The reactants are [OH:1][C:2]1[CH:3]=[C:4]2[C:9](=[CH:10][CH:11]=1)[N:8]=[CH:7][N:6]([CH3:12])[C:5]2=[O:13].C([O-])([O-])=O.[K+].[K+].F[C:21]1[CH:26]=[CH:25][C:24]([N+:27]([O-:29])=[O:28])=[CH:23][CH:22]=1. The catalyst is CN(C=O)C. The product is [CH3:12][N:6]1[C:5](=[O:13])[C:4]2[C:9](=[CH:10][CH:11]=[C:2]([O:1][C:21]3[CH:26]=[CH:25][C:24]([N+:27]([O-:29])=[O:28])=[CH:23][CH:22]=3)[CH:3]=2)[N:8]=[CH:7]1. The yield is 0.990.